This data is from Full USPTO retrosynthesis dataset with 1.9M reactions from patents (1976-2016). The task is: Predict the reactants needed to synthesize the given product. (1) Given the product [OH:2][CH2:3][C:5]1[N:6]=[C:7]([C:22]([N:24]2[CH2:29][CH2:28][CH:27]([N:30]3[CH2:34][CH2:33][CH2:32][CH2:31]3)[CH2:26][CH2:25]2)=[O:23])[C:8]([CH3:21])=[CH:9][C:10]=1[C:11]1[CH:16]=[CH:15][CH:14]=[C:13]([C:17]([F:20])([F:19])[F:18])[CH:12]=1, predict the reactants needed to synthesize it. The reactants are: C[O:2][C:3]([C:5]1[C:10]([C:11]2[CH:16]=[CH:15][CH:14]=[C:13]([C:17]([F:20])([F:19])[F:18])[CH:12]=2)=[CH:9][C:8]([CH3:21])=[C:7]([C:22]([N:24]2[CH2:29][CH2:28][CH:27]([N:30]3[CH2:34][CH2:33][CH2:32][CH2:31]3)[CH2:26][CH2:25]2)=[O:23])[N:6]=1)=O.[BH4-].[Li+].Cl.C([O-])(O)=O.[Na+]. (2) Given the product [CH3:17][S:18]([O:8][C@H:4]1[CH2:5][CH2:6][CH2:7][C@@H:2]([F:1])[C@H:3]1[O:9][S:18]([CH3:17])(=[O:20])=[O:19])(=[O:20])=[O:19], predict the reactants needed to synthesize it. The reactants are: [F:1][C@@H:2]1[CH2:7][CH2:6][CH2:5][C@H:4]([OH:8])[C@@H:3]1[OH:9].CCN(CC)CC.[CH3:17][S:18](Cl)(=[O:20])=[O:19]. (3) Given the product [C:1]([C:4]1[C:5]([OH:37])=[CH:6][C:7]([C:33]([F:34])([F:35])[F:36])=[C:8]([C:10]2[CH:15]=[CH:14][CH:13]=[C:12]([NH:16][C:17]([C:19]3[NH:20][C:21]4[C:26]([CH:27]=3)=[CH:25][CH:24]=[C:23]([NH:28][S:29]([CH3:32])(=[O:31])=[O:30])[CH:22]=4)=[O:18])[CH:11]=2)[CH:9]=1)(=[O:3])[NH2:2], predict the reactants needed to synthesize it. The reactants are: [C:1]([C:4]1[C:5]([O:37]C)=[CH:6][C:7]([C:33]([F:36])([F:35])[F:34])=[C:8]([C:10]2[CH:15]=[CH:14][CH:13]=[C:12]([NH:16][C:17]([C:19]3[NH:20][C:21]4[C:26]([CH:27]=3)=[CH:25][CH:24]=[C:23]([NH:28][S:29]([CH3:32])(=[O:31])=[O:30])[CH:22]=4)=[O:18])[CH:11]=2)[CH:9]=1)(=[O:3])[NH2:2].B(Br)(Br)Br.CO. (4) Given the product [CH3:25][C:22]1[CH:23]=[C:24]([CH3:27])[N:20]([C:18]2[N:17]=[C:16]3[C:12]([N:13]=[CH:14][N:15]3[CH3:26])=[C:11]([NH:10][CH:2]3[CH2:1][C:9]4[C:4](=[CH:5][CH:6]=[CH:7][CH:8]=4)[CH2:3]3)[N:19]=2)[N:21]=1, predict the reactants needed to synthesize it. The reactants are: [CH2:1]1[C:9]2[C:4](=[CH:5][CH:6]=[CH:7][CH:8]=2)[CH2:3][CH:2]1[NH:10][C:11]1[N:19]=[C:18]([N:20]2[CH:24]=[CH:23][C:22]([CH3:25])=[N:21]2)[N:17]=[C:16]2[C:12]=1[N:13]=[CH:14][N:15]2[CH3:26].[CH2:27]1C2C(=CC=CC=2)CC1N.BrC1C(C)=NN(C2N=C3C(N=CN3)=C(NC3CC4C(=CC=CC=4)C3)N=2)C=1C. (5) The reactants are: Br[C:2]1[C:10]2[O:9][C:8]([CH3:12])([CH3:11])[CH2:7][C:6]=2[C:5]([CH3:13])=[C:4]([NH:14][C:15](=[O:21])[CH2:16][C:17]([CH3:20])([CH3:19])[CH3:18])[C:3]=1[CH3:22].[CH:23]([C:26]1[CH:31]=[CH:30][C:29]([OH:32])=[CH:28][CH:27]=1)([CH3:25])[CH3:24].C(=O)([O-])[O-].[K+].[K+].O. Given the product [CH:23]([C:26]1[CH:31]=[CH:30][C:29]([O:32][C:2]2[C:10]3[O:9][C:8]([CH3:12])([CH3:11])[CH2:7][C:6]=3[C:5]([CH3:13])=[C:4]([NH:14][C:15](=[O:21])[CH2:16][C:17]([CH3:20])([CH3:19])[CH3:18])[C:3]=2[CH3:22])=[CH:28][CH:27]=1)([CH3:25])[CH3:24], predict the reactants needed to synthesize it. (6) The reactants are: C(OC([N:8]1[CH2:26][CH2:25][C:11]2([CH2:14][N:13]([C:15]3[N:16]=[N:17][C:18]([S:21]([CH3:24])(=[O:23])=[O:22])=[CH:19][CH:20]=3)[CH2:12]2)[CH2:10][CH2:9]1)=O)(C)(C)C.Cl. Given the product [CH3:24][S:21]([C:18]1[N:17]=[N:16][C:15]([N:13]2[CH2:12][C:11]3([CH2:25][CH2:26][NH:8][CH2:9][CH2:10]3)[CH2:14]2)=[CH:20][CH:19]=1)(=[O:22])=[O:23], predict the reactants needed to synthesize it.